From a dataset of Full USPTO retrosynthesis dataset with 1.9M reactions from patents (1976-2016). Predict the reactants needed to synthesize the given product. (1) Given the product [CH3:19][O:20][P:21]([CH2:25][C:26](=[O:40])[CH:9]([O:8][Si:1]([C:4]([CH3:5])([CH3:6])[CH3:7])([CH3:2])[CH3:3])[CH2:10][CH2:11][CH2:12][CH3:13])(=[O:24])[O:22][CH3:23], predict the reactants needed to synthesize it. The reactants are: [Si:1]([O:8][CH2:9][CH2:10][CH2:11][CH2:12][CH2:13]C(OCC)=O)([C:4]([CH3:7])([CH3:6])[CH3:5])([CH3:3])[CH3:2].[CH3:19][O:20][P:21]([CH2:25][C:26](=[O:40])CC(O[Si](C(C)(C)C)(C)C)CCC)(=[O:24])[O:22][CH3:23]. (2) Given the product [NH2:18][CH2:17][C:19]1([C:25]2[CH:30]=[CH:29][CH:28]=[CH:27][CH:26]=2)[CH2:20][CH2:21][N:22]([C:9]([O:11][C:12]([CH3:13])([CH3:14])[CH3:15])=[O:10])[CH2:23][CH2:24]1, predict the reactants needed to synthesize it. The reactants are: [C:12]([O:11][C:9](O[C:9]([O:11][C:12]([CH3:15])([CH3:14])[CH3:13])=[O:10])=[O:10])([CH3:15])([CH3:14])[CH3:13].Cl.[C:17]([C:19]1([C:25]2[CH:30]=[CH:29][CH:28]=[CH:27][CH:26]=2)[CH2:24][CH2:23][NH:22][CH2:21][CH2:20]1)#[N:18].C(=O)([O-])[O-].[Na+].[Na+]. (3) Given the product [F:27][C:16]1[C:15]([C:28]2[CH:33]=[CH:32][CH:31]=[CH:30][CH:29]=2)=[C:14]([CH3:34])[C:13]([C:11]#[N:12])=[C:18]2[C:17]=1[O:21][C:20]([C:22]([N:1]1[CH2:6][CH2:5][O:4][CH2:3][CH2:2]1)=[O:23])=[N:19]2, predict the reactants needed to synthesize it. The reactants are: [NH:1]1[CH2:6][CH2:5][O:4][CH2:3][CH2:2]1.C[Al](C)C.[C:11]([C:13]1[C:18]2[N:19]=[C:20]([C:22](OCC)=[O:23])[O:21][C:17]=2[C:16]([F:27])=[C:15]([C:28]2[CH:33]=[CH:32][CH:31]=[CH:30][CH:29]=2)[C:14]=1[CH3:34])#[N:12].Cl. (4) Given the product [CH3:1][O:2][C:3]1[CH:4]=[C:5]2[C:10](=[C:11]([N+:16]([O-:18])=[O:17])[C:12]=1[O:13][CH3:14])[CH:9]=[N:8][CH:7]=[CH:6]2, predict the reactants needed to synthesize it. The reactants are: [CH3:1][O:2][C:3]1[CH:4]=[C:5]2[C:10](=[CH:11][C:12]=1[O:13][CH3:14])[C:9](=O)[NH:8][CH:7]=[CH:6]2.[N+:16]([O-])([OH:18])=[O:17].OS(O)(=O)=O. (5) Given the product [NH:13]1[C:14]2[CH:19]=[CH:18][CH:17]=[CH:16][C:15]=2[N:11]=[C:12]1[C@H:8]([NH:9][C:10]([NH:31][CH2:30][CH:29]([C:23]1[CH:28]=[CH:27][CH:26]=[CH:25][CH:24]=1)[CH3:32])=[O:20])[CH2:7][C:6]1[CH:5]=[CH:4][C:3]([O:2][CH3:1])=[CH:22][CH:21]=1, predict the reactants needed to synthesize it. The reactants are: [CH3:1][O:2][C:3]1[CH:22]=[CH:21][C:6]([CH2:7][C@@H:8]2[C:12]3=[N:13][C:14]4[CH:19]=[CH:18][CH:17]=[CH:16][C:15]=4[N:11]3[C:10](=[O:20])[NH:9]2)=[CH:5][CH:4]=1.[C:23]1([CH:29]([CH3:32])[CH2:30][NH2:31])[CH:28]=[CH:27][CH:26]=[CH:25][CH:24]=1.C(O)(C(F)(F)F)=O. (6) Given the product [CH3:19][N:14]([CH2:13][C:12]1[CH:20]=[CH:21][CH:22]=[CH:23][C:11]=1[NH:10][C:6]1[C:5]2[N:4]([N:3]=[C:2]([NH:38][C:35]3[CH:34]=[CH:33][C:32]([N:29]4[CH2:28][CH2:27][N:26]([CH3:25])[CH2:31][CH2:30]4)=[CH:37][CH:36]=3)[N:24]=2)[CH:9]=[CH:8][CH:7]=1)[S:15]([CH3:18])(=[O:17])=[O:16], predict the reactants needed to synthesize it. The reactants are: Cl[C:2]1[N:24]=[C:5]2[C:6]([NH:10][C:11]3[CH:23]=[CH:22][CH:21]=[CH:20][C:12]=3[CH2:13][N:14]([CH3:19])[S:15]([CH3:18])(=[O:17])=[O:16])=[CH:7][CH:8]=[CH:9][N:4]2[N:3]=1.[CH3:25][N:26]1[CH2:31][CH2:30][N:29]([C:32]2[CH:37]=[CH:36][C:35]([NH2:38])=[CH:34][CH:33]=2)[CH2:28][CH2:27]1.C1(P(C2CCCCC2)C2C=CC=CC=2C2C=CC=CC=2P(C2CCCCC2)C2CCCCC2)CCCCC1. (7) Given the product [CH:1]1([O:7][C:8]2[N:13]=[CH:12][C:11]([CH2:14][OH:15])=[CH:10][CH:9]=2)[CH2:2][CH2:3][CH2:4][CH2:5][CH2:6]1, predict the reactants needed to synthesize it. The reactants are: [CH:1]1([O:7][C:8]2[N:13]=[CH:12][C:11]([C:14](O)=[O:15])=[CH:10][CH:9]=2)[CH2:6][CH2:5][CH2:4][CH2:3][CH2:2]1.[H-].[H-].[H-].[H-].[Li+].[Al+3]. (8) Given the product [O:15]=[C:6]1[C:7]2[C:12](=[CH:11][CH:10]=[CH:9][CH:8]=2)[C:13](=[O:14])[N:5]1[CH2:4][CH2:3][C@@H:2]([NH:1][C:22](=[O:23])[O:24][C:25]([CH3:28])([CH3:27])[CH3:26])[C:16]1[CH:21]=[CH:20][CH:19]=[CH:18][CH:17]=1, predict the reactants needed to synthesize it. The reactants are: [NH2:1][C@@H:2]([C:16]1[CH:21]=[CH:20][CH:19]=[CH:18][CH:17]=1)[CH2:3][CH2:4][N:5]1[C:13](=[O:14])[C:12]2[C:7](=[CH:8][CH:9]=[CH:10][CH:11]=2)[C:6]1=[O:15].[C:22](O[C:22]([O:24][C:25]([CH3:28])([CH3:27])[CH3:26])=[O:23])([O:24][C:25]([CH3:28])([CH3:27])[CH3:26])=[O:23]. (9) Given the product [CH:1]([NH:4][C:5]1[C:14]([CH2:15][OH:16])=[CH:13][C:12]2[C:7](=[CH:8][CH:9]=[C:10]([O:17][CH3:18])[CH:11]=2)[N:6]=1)([CH3:3])[CH3:2], predict the reactants needed to synthesize it. The reactants are: [CH:1]([NH:4][C:5]1[C:14]([CH:15]=[O:16])=[CH:13][C:12]2[C:7](=[CH:8][CH:9]=[C:10]([O:17][CH3:18])[CH:11]=2)[N:6]=1)([CH3:3])[CH3:2]. (10) Given the product [C:3]([C:5]1[CH:6]=[CH:7][C:8]([C@@:11]2([CH3:22])[C:15](=[O:16])[N:14]([CH2:17][C:18]([O:20][CH2:23][C:24]3[CH:29]=[CH:28][CH:27]=[CH:26][CH:25]=3)=[O:19])[C:13](=[O:21])[N:12]2[CH2:3][C:5]2[CH:10]=[CH:9][CH:8]=[CH:7][CH:6]=2)=[CH:9][CH:10]=1)#[N:4], predict the reactants needed to synthesize it. The reactants are: [H-].[Na+].[C:3]([C:5]1[CH:10]=[CH:9][C:8]([C@@:11]2([CH3:22])[C:15](=[O:16])[N:14]([CH2:17][C:18]([OH:20])=[O:19])[C:13](=[O:21])[NH:12]2)=[CH:7][CH:6]=1)#[N:4].[CH2:23](Br)[C:24]1[CH:29]=[CH:28][CH:27]=[CH:26][CH:25]=1.